This data is from Reaction yield outcomes from USPTO patents with 853,638 reactions. The task is: Predict the reaction yield, written as a fraction of the theoretical maximum amount of product (1.0 means a 100% yield; for example, 0.34 means a 34% yield). (1) The reactants are C[O:2][C:3](=[O:22])[C:4]1[CH:9]=[CH:8][C:7]([O:10][CH3:11])=[C:6]([NH:12][C:13]([NH:15][C:16]2[CH:21]=[N:20][CH:19]=[CH:18][N:17]=2)=[O:14])[CH:5]=1.[OH-].[Li+].Cl. The catalyst is CO. The product is [CH3:11][O:10][C:7]1[CH:8]=[CH:9][C:4]([C:3]([OH:22])=[O:2])=[CH:5][C:6]=1[NH:12][C:13]([NH:15][C:16]1[CH:21]=[N:20][CH:19]=[CH:18][N:17]=1)=[O:14]. The yield is 0.580. (2) The reactants are [CH3:1][C:2]1[S:3][C:4]2[CH:10]=[C:9]([S:11]([N:14]3[CH2:19][CH2:18][CH2:17][CH2:16][CH2:15]3)(=[O:13])=[O:12])[CH:8]=[CH:7][C:5]=2[N:6]=1.[CH3:20][O:21][S:22]([C:25]1[CH:30]=[CH:29][C:28]([CH3:31])=[CH:27][CH:26]=1)(=[O:24])=[O:23]. No catalyst specified. The product is [S:22]([C:25]1[CH:30]=[CH:29][C:28]([CH3:31])=[CH:27][CH:26]=1)([OH:24])(=[O:23])=[O:21].[CH3:1][CH:2]1[N:6]([CH3:20])[C:5]2[CH:7]=[CH:8][C:9]([S:11]([N:14]3[CH2:19][CH2:18][CH2:17][CH2:16][CH2:15]3)(=[O:12])=[O:13])=[CH:10][C:4]=2[S:3]1. The yield is 0.860. (3) The reactants are [NH2:1][CH2:2][C@@H:3]1[CH2:8][O:7][C@@H:6]([C@H:9]2[O:13][N:12]=[C:11]([C:14]3[N:19]=[C:18]([CH3:20])[N:17]=[C:16]([C:21]([NH:23][CH2:24][C:25]4[CH:30]=[CH:29][C:28]([F:31])=[C:27]([O:32][CH3:33])[CH:26]=4)=[O:22])[CH:15]=3)[CH2:10]2)[CH2:5][O:4]1.[C:34]([O:37][C@@H:38]([CH3:42])[C:39](Cl)=[O:40])(=[O:36])[CH3:35]. The catalyst is C(Cl)Cl. The product is [C:34]([O:37][C@@H:38]([CH3:42])[C:39]([NH:1][CH2:2][C@@H:3]1[CH2:8][O:7][C@@H:6]([C@H:9]2[O:13][N:12]=[C:11]([C:14]3[CH:15]=[C:16]([C:21](=[O:22])[NH:23][CH2:24][C:25]4[CH:30]=[CH:29][C:28]([F:31])=[C:27]([O:32][CH3:33])[CH:26]=4)[N:17]=[C:18]([CH3:20])[N:19]=3)[CH2:10]2)[CH2:5][O:4]1)=[O:40])(=[O:36])[CH3:35]. The yield is 0.580. (4) The reactants are O.[OH-].[Li+:3].C[O:5][C:6](=[O:27])[C:7]1[CH:12]=[CH:11][CH:10]=[C:9]([CH2:13][N:14]2[C:19](=[O:20])[CH:18]=[CH:17][C:16]([C:21]3[CH:22]=[N:23][CH:24]=[CH:25][CH:26]=3)=[N:15]2)[CH:8]=1. The catalyst is C1COCC1.O. The product is [O:20]=[C:19]1[N:14]([CH2:13][C:9]2[CH:8]=[C:7]([CH:12]=[CH:11][CH:10]=2)[C:6]([O-:27])=[O:5])[N:15]=[C:16]([C:21]2[CH:22]=[N:23][CH:24]=[CH:25][CH:26]=2)[CH:17]=[CH:18]1.[Li+:3]. The yield is 0.520. (5) The reactants are [NH:1]1[C:9]2[C:4](=[CH:5][CH:6]=[CH:7][CH:8]=2)[C:3]([C@@H:10]2[CH2:14][NH:13][CH2:12][C@H:11]2[C:15]2[C:25]3=[C:26]4[C:21](=[CH:22][CH:23]=[CH:24]3)[CH2:20][CH2:19][CH2:18][N:17]4[CH:16]=2)=[CH:2]1.[C:27](O[C:27]([O:29][C:30]([CH3:33])([CH3:32])[CH3:31])=[O:28])([O:29][C:30]([CH3:33])([CH3:32])[CH3:31])=[O:28].CCN(C(C)C)C(C)C. The catalyst is C1COCC1. The product is [C:30]([O:29][C:27]([N:13]1[CH2:14][C@@H:10]([C:3]2[C:4]3[C:9](=[CH:8][CH:7]=[CH:6][CH:5]=3)[NH:1][CH:2]=2)[C@H:11]([C:15]2[C:25]3=[C:26]4[C:21](=[CH:22][CH:23]=[CH:24]3)[CH2:20][CH2:19][CH2:18][N:17]4[CH:16]=2)[CH2:12]1)=[O:28])([CH3:33])([CH3:32])[CH3:31]. The yield is 0.610. (6) The reactants are [CH:1]([CH:4]1[N:9]([C:10]2[N:15]=[C:14]([C:16]([F:19])([F:18])[F:17])[C:13]([C:20](OCC)=[O:21])=[CH:12][N:11]=2)[CH2:8][CH2:7][N:6]2[C:25]3[CH:31]=[C:30]([S:32]([CH3:35])(=[O:34])=[O:33])[CH:29]=[CH:28][C:26]=3[N:27]=[C:5]12)([CH3:3])[CH3:2].CC(C[AlH]CC(C)C)C.[NH4+].[Cl-]. The catalyst is C1(C)C=CC=CC=1. The product is [CH:1]([CH:4]1[N:9]([C:10]2[N:15]=[C:14]([C:16]([F:18])([F:19])[F:17])[C:13]([CH2:20][OH:21])=[CH:12][N:11]=2)[CH2:8][CH2:7][N:6]2[C:25]3[CH:31]=[C:30]([S:32]([CH3:35])(=[O:33])=[O:34])[CH:29]=[CH:28][C:26]=3[N:27]=[C:5]12)([CH3:3])[CH3:2]. The yield is 0.630. (7) The reactants are [CH2:1]([O:8][C@@H:9]1[C@@H:47]([O:48][CH2:49][C:50]2[CH:55]=[CH:54][CH:53]=[CH:52][CH:51]=2)[C@@H:46]([O:56][C@@H:57]2[O:124][C@H:123]([CH2:125][O:126]C(=O)C3C=CC=CC=3)[C@@H:78]([O:79][C@@H:80]3[O:112][C@H:111]([CH2:113][O:114]C(=O)C4C=CC=CC=4)[C@@H:101]([O:102]C(=O)C4C=CC=CC=4)[C@H:91]([O:92]C(=O)C4C=CC=CC=4)[C@H:81]3[O:82]C(=O)C3C=CC=CC=3)[C@H:68]([O:69]C(=O)C3C=CC=CC=3)[C@H:58]2[O:59]C(=O)C2C=CC=CC=2)[C@@H:45]([CH2:135][O:136][CH2:137][C:138]2[CH:143]=[CH:142][CH:141]=[CH:140][CH:139]=2)[O:44][C@@H:10]1[O:11][C@H:12]1[C@H:16]([O:17][CH2:18][C:19]2[CH:24]=[CH:23][CH:22]=[CH:21][CH:20]=2)[CH2:15][N:14]([C:25]([O:27][CH2:28][C:29]2[CH:34]=[CH:33][CH:32]=[CH:31][CH:30]=2)=[O:26])[C@@H:13]1[CH2:35][O:36][CH2:37][C:38]1[CH:43]=[CH:42][CH:41]=[CH:40][CH:39]=1)[C:2]1[CH:7]=[CH:6][CH:5]=[CH:4][CH:3]=1.C(=O)([O-])[O-].[K+].[K+]. The catalyst is CO.C(OCC)(=O)C. The product is [CH2:1]([O:8][C@@H:9]1[C@@H:47]([O:48][CH2:49][C:50]2[CH:55]=[CH:54][CH:53]=[CH:52][CH:51]=2)[C@@H:46]([O:56][C@@H:57]2[O:124][C@H:123]([CH2:125][OH:126])[C@@H:78]([O:79][C@@H:80]3[O:112][C@H:111]([CH2:113][OH:114])[C@@H:101]([OH:102])[C@H:91]([OH:92])[C@H:81]3[OH:82])[C@H:68]([OH:69])[C@H:58]2[OH:59])[C@@H:45]([CH2:135][O:136][CH2:137][C:138]2[CH:139]=[CH:140][CH:141]=[CH:142][CH:143]=2)[O:44][C@@H:10]1[O:11][C@H:12]1[C@H:16]([O:17][CH2:18][C:19]2[CH:24]=[CH:23][CH:22]=[CH:21][CH:20]=2)[CH2:15][N:14]([C:25]([O:27][CH2:28][C:29]2[CH:34]=[CH:33][CH:32]=[CH:31][CH:30]=2)=[O:26])[C@@H:13]1[CH2:35][O:36][CH2:37][C:38]1[CH:39]=[CH:40][CH:41]=[CH:42][CH:43]=1)[C:2]1[CH:7]=[CH:6][CH:5]=[CH:4][CH:3]=1. The yield is 0.610. (8) The catalyst is C1(C)C=CC=CC=1. The reactants are O[C@@H:2]1[CH2:11][CH2:10][CH2:9][C:8]2[C:7]([C:12]#[N:13])=[CH:6][CH:5]=[CH:4][C:3]1=2.C1C=CC(P([N:28]=[N+:29]=[N-:30])(C2C=CC=CC=2)=O)=CC=1.C1CCN2C(=NCCC2)CC1. The yield is 0.726. The product is [N:28]([C@H:2]1[CH2:11][CH2:10][CH2:9][C:8]2[C:7]([C:12]#[N:13])=[CH:6][CH:5]=[CH:4][C:3]1=2)=[N+:29]=[N-:30]. (9) The reactants are [CH2:1]([O:8][CH2:9][CH2:10][CH2:11][N:12]1[C:21](=[O:22])[C:20]2[C:15](=[CH:16][CH:17]=[C:18]([O:32][CH3:33])[C:19]=2[CH:23]([C:25]2[CH:30]=[CH:29][C:28]([Cl:31])=[CH:27][CH:26]=2)O)[N:14]([CH3:34])[C:13]1=[O:35])[C:2]1[CH:7]=[CH:6][CH:5]=[CH:4][CH:3]=1.C([SiH](CC)CC)C.B(F)(F)F.CCOCC.C([O-])([O-])=O.[Na+].[Na+]. The catalyst is C(Cl)Cl.O. The product is [CH2:1]([O:8][CH2:9][CH2:10][CH2:11][N:12]1[C:21](=[O:22])[C:20]2[C:15](=[CH:16][CH:17]=[C:18]([O:32][CH3:33])[C:19]=2[CH2:23][C:25]2[CH:30]=[CH:29][C:28]([Cl:31])=[CH:27][CH:26]=2)[N:14]([CH3:34])[C:13]1=[O:35])[C:2]1[CH:3]=[CH:4][CH:5]=[CH:6][CH:7]=1. The yield is 0.860.